This data is from Peptide-MHC class II binding affinity with 134,281 pairs from IEDB. The task is: Regression. Given a peptide amino acid sequence and an MHC pseudo amino acid sequence, predict their binding affinity value. This is MHC class II binding data. (1) The peptide sequence is AFKVAATAANAASAN. The MHC is HLA-DPA10103-DPB10301 with pseudo-sequence HLA-DPA10103-DPB10301. The binding affinity (normalized) is 0.618. (2) The peptide sequence is AYKVAATAANAAPAN. The MHC is HLA-DPA10301-DPB10402 with pseudo-sequence HLA-DPA10301-DPB10402. The binding affinity (normalized) is 0.401. (3) The peptide sequence is FQDLELSWNLNGLQAY. The MHC is DRB1_0401 with pseudo-sequence DRB1_0401. The binding affinity (normalized) is 0.162. (4) The peptide sequence is LRAEQASQEVKNWMTETL. The MHC is DRB1_0802 with pseudo-sequence DRB1_0802. The binding affinity (normalized) is 0.302. (5) The peptide sequence is FARIETAFANLYPGE. The MHC is DRB3_0101 with pseudo-sequence DRB3_0101. The binding affinity (normalized) is 0.377. (6) The peptide sequence is SEIEEFRDRARVPLT. The MHC is HLA-DQA10501-DQB10301 with pseudo-sequence HLA-DQA10501-DQB10301. The binding affinity (normalized) is 0.483.